Dataset: HIV replication inhibition screening data with 41,000+ compounds from the AIDS Antiviral Screen. Task: Binary Classification. Given a drug SMILES string, predict its activity (active/inactive) in a high-throughput screening assay against a specified biological target. (1) The compound is CC(C(N)C(=O)NC(C(=O)O)C1OC(c2cnc(O)nc2O)C(O)C1O)C(O)c1ccc(O)cn1. The result is 0 (inactive). (2) The molecule is Cl.Cn1cc(NC(=O)c2cc(NC(=O)Nc3cc(C(=O)Nc4cc(C(=O)NCCC(=N)N)n(C)c4)n(C)c3)cn2C)cc1C(=O)NCCC(=N)N. The result is 1 (active).